Dataset: Forward reaction prediction with 1.9M reactions from USPTO patents (1976-2016). Task: Predict the product of the given reaction. (1) Given the reactants Cl.O.[NH:3]1[CH2:8][CH2:7][C:6](=[O:9])[CH2:5][CH2:4]1.C(N(CC)CC)C.[C:17]1([S:23](Cl)(=[O:25])=[O:24])[CH:22]=[CH:21][CH:20]=[CH:19][CH:18]=1, predict the reaction product. The product is: [C:17]1([S:23]([N:3]2[CH2:8][CH2:7][C:6](=[O:9])[CH2:5][CH2:4]2)(=[O:25])=[O:24])[CH:22]=[CH:21][CH:20]=[CH:19][CH:18]=1. (2) Given the reactants [Br:1][C:2]1[N:6]2[C:7](Br)=[CH:8][N:9]=[CH:10][C:5]2=[N:4][CH:3]=1.[CH2:12]([CH2:14][NH2:15])[OH:13], predict the reaction product. The product is: [Br:1][C:2]1[N:6]2[CH:7]=[CH:8][N:9]=[C:10]([NH:15][CH2:14][CH2:12][OH:13])[C:5]2=[N:4][CH:3]=1. (3) Given the reactants [CH:1]1([C:4]([N:6]2[C:15]3[C:10](=[C:11]([O:25][C:26]4[CH:33]=[CH:32][CH:31]=[CH:30][C:27]=4[C:28]#[N:29])[C:12](B4OC(C)(C)C(C)(C)O4)=[CH:13][CH:14]=3)[CH2:9][CH2:8][C@@H:7]2[CH3:34])=[O:5])[CH2:3][CH2:2]1.Br[C:36]1[N:37]=[N:38][N:39]([CH3:41])[CH:40]=1.C(=O)([O-])[O-].[Cs+].[Cs+], predict the reaction product. The product is: [CH:1]1([C:4]([N:6]2[C:15]3[C:10](=[C:11]([O:25][C:26]4[CH:33]=[CH:32][CH:31]=[CH:30][C:27]=4[C:28]#[N:29])[C:12]([C:36]4[N:37]=[N:38][N:39]([CH3:41])[CH:40]=4)=[CH:13][CH:14]=3)[CH2:9][CH2:8][C@@H:7]2[CH3:34])=[O:5])[CH2:3][CH2:2]1. (4) Given the reactants CO[C:3]([C:5]1[C:6]([OH:30])=[C:7]2[C:12](=[C:13]([CH3:15])[N:14]=1)[N:11]([CH2:16][C:17]1[CH:22]=[CH:21][CH:20]=[CH:19][CH:18]=1)[C:10](=[O:23])[C:9]([C:24]1[CH:29]=[CH:28][CH:27]=[CH:26][CH:25]=1)=[CH:8]2)=[O:4].Cl.[NH2:32][CH2:33][CH2:34][N:35]([CH3:40])[S:36]([CH3:39])(=[O:38])=[O:37].C[O-].[Na+], predict the reaction product. The product is: [CH3:39][S:36]([N:35]([CH3:40])[CH2:34][CH2:33][NH:32][C:3]([C:5]1[C:6]([OH:30])=[C:7]2[C:12](=[C:13]([CH3:15])[N:14]=1)[N:11]([CH2:16][C:17]1[CH:22]=[CH:21][CH:20]=[CH:19][CH:18]=1)[C:10](=[O:23])[C:9]([C:24]1[CH:29]=[CH:28][CH:27]=[CH:26][CH:25]=1)=[CH:8]2)=[O:4])(=[O:38])=[O:37]. (5) Given the reactants [F:1][C:2]1[CH:16]=[CH:15][C:5]([O:6][C:7]2[CH:12]=[CH:11][C:10]([NH:13][CH3:14])=[CH:9][CH:8]=2)=[CH:4][CH:3]=1.C(Cl)(Cl)=O.C1(C)C=CC=CC=1.ClC1C=CC=CC=1C(N1CC2CC1CN2)C.C(O[C:49]([N:51]1[CH2:56][CH:55]2[CH2:57][CH:52]1[CH2:53][N:54]2[CH:58]([C:60]1[CH:65]=[CH:64][CH:63]=[CH:62][C:61]=1[Cl:66])[CH3:59])=[O:50])(C)(C)C.C(N(CC)CC)C, predict the reaction product. The product is: [F:1][C:2]1[CH:16]=[CH:15][C:5]([O:6][C:7]2[CH:12]=[CH:11][C:10]([N:13]([CH3:14])[C:49]([N:51]3[CH2:56][CH:55]4[CH2:57][CH:52]3[CH2:53][N:54]4[CH:58]([C:60]3[CH:65]=[CH:64][CH:63]=[CH:62][C:61]=3[Cl:66])[CH3:59])=[O:50])=[CH:9][CH:8]=2)=[CH:4][CH:3]=1. (6) Given the reactants [C:1]1(=[O:8])[O:7][C:5](=[O:6])[CH2:4][O:3][CH2:2]1.[CH3:9][CH:10]1[CH2:19][C:18]2[N:17]=[N:16][C:15]([C:20]3[CH:25]=[CH:24][CH:23]=[C:22]([C:26]([F:29])([F:28])[F:27])[CH:21]=3)=[CH:14][C:13]=2[CH:12]([OH:30])[CH2:11]1.C1(C)C=CC=CC=1, predict the reaction product. The product is: [C:5]([CH2:4][O:3][CH2:2][C:1]([O:30][CH:12]1[CH2:11][CH:10]([CH3:9])[CH2:19][C:18]2[N:17]=[N:16][C:15]([C:20]3[CH:25]=[CH:24][CH:23]=[C:22]([C:26]([F:29])([F:28])[F:27])[CH:21]=3)=[CH:14][C:13]1=2)=[O:8])([OH:7])=[O:6]. (7) Given the reactants [NH:1]1[CH2:5][CH2:4][CH2:3][CH2:2]1.Br[CH2:7][CH2:8][CH2:9][CH2:10][CH2:11][O:12][C:13]1[C:14]([O:33][CH3:34])=[CH:15][CH:16]=[C:17]2[C:22]=1[O:21][C:20](=[O:23])[CH:19]=[C:18]2[NH:24][C:25]1[C:30]([Cl:31])=[CH:29][N:28]=[CH:27][C:26]=1[Cl:32], predict the reaction product. The product is: [Cl:32][C:26]1[CH:27]=[N:28][CH:29]=[C:30]([Cl:31])[C:25]=1[NH:24][C:18]1[C:17]2[C:22](=[C:13]([O:12][CH2:11][CH2:10][CH2:9][CH2:8][CH2:7][N:1]3[CH2:5][CH2:4][CH2:3][CH2:2]3)[C:14]([O:33][CH3:34])=[CH:15][CH:16]=2)[O:21][C:20](=[O:23])[CH:19]=1.